Dataset: Forward reaction prediction with 1.9M reactions from USPTO patents (1976-2016). Task: Predict the product of the given reaction. (1) The product is: [CH:30]1[C:31]2[C:26](=[CH:25][C:24]([NH:23][C:11](=[O:13])[CH2:10][CH:9]([NH:8][C:6](=[O:7])[O:5][C:1]([CH3:2])([CH3:3])[CH3:4])[C:14]3[CH:18]=[CH:17][S:16][CH:15]=3)=[CH:33][CH:32]=2)[CH:27]=[CH:28][N:29]=1. Given the reactants [C:1]([O:5][C:6]([NH:8][CH:9]([C:14]1[CH:18]=[CH:17][S:16][CH:15]=1)[CH2:10][C:11]([OH:13])=O)=[O:7])([CH3:4])([CH3:3])[CH3:2].C(Cl)CCl.[NH2:23][C:24]1[CH:25]=[C:26]2[C:31](=[CH:32][CH:33]=1)[CH:30]=[N:29][CH:28]=[CH:27]2, predict the reaction product. (2) Given the reactants [CH3:1][NH:2][CH2:3][CH2:4][CH:5]([C:7]1[CH:12]=[CH:11][CH:10]=[CH:9][CH:8]=1)[OH:6].ClCCl.C(N(CC)CC)C.[C:23](Cl)(=[O:25])[CH3:24], predict the reaction product. The product is: [CH3:1][N:2]([CH2:3][CH2:4][CH:5]([OH:6])[C:7]1[CH:12]=[CH:11][CH:10]=[CH:9][CH:8]=1)[C:23](=[O:25])[CH3:24].